This data is from Catalyst prediction with 721,799 reactions and 888 catalyst types from USPTO. The task is: Predict which catalyst facilitates the given reaction. (1) Reactant: [F:1][C:2]1[CH:7]=[C:6]([CH3:8])[CH:5]=[C:4]([F:9])[C:3]=1[C:10]1[N:15]=[C:14]([C:16]([O-:18])=[O:17])[CH:13]=[CH:12][C:11]=1[F:19].[Li+].[OH-]. Product: [F:1][C:2]1[CH:7]=[C:6]([CH3:8])[CH:5]=[C:4]([F:9])[C:3]=1[C:10]1[N:15]=[C:14]([C:16]([OH:18])=[O:17])[CH:13]=[CH:12][C:11]=1[F:19]. The catalyst class is: 1. (2) Reactant: [F:1][C:2]([F:36])([F:35])[O:3][C:4]1[CH:9]=[CH:8][C:7]([N:10]2[CH:14]=[N:13][C:12]([C:15]3[CH:20]=[CH:19][C:18]([CH2:21][CH2:22][CH2:23][N:24]4C(=O)C5C(=CC=CC=5)C4=O)=[CH:17][CH:16]=3)=[N:11]2)=[CH:6][CH:5]=1.O.NN. Product: [F:36][C:2]([F:1])([F:35])[O:3][C:4]1[CH:5]=[CH:6][C:7]([N:10]2[CH:14]=[N:13][C:12]([C:15]3[CH:20]=[CH:19][C:18]([CH2:21][CH2:22][CH2:23][NH2:24])=[CH:17][CH:16]=3)=[N:11]2)=[CH:8][CH:9]=1. The catalyst class is: 138. (3) Reactant: [CH3:1][O:2][C:3]12[CH2:11][CH:7]3[CH2:8][CH:9]([CH2:10]1)[C:5](C(O)=O)([CH2:6]3)[CH2:4]2.OS(O)(=O)=O.[N-:20]=[N+]=[N-].[Na+]. Product: [CH3:1][O:2][C:3]12[CH2:11][CH:7]3[CH2:8][CH:9]([CH2:10]1)[C:5]([NH2:20])([CH2:6]3)[CH2:4]2. The catalyst class is: 146. (4) Reactant: [C:1]([O:5][C:6](=[O:16])[NH:7][CH2:8][CH:9]1[CH2:14][CH2:13][CH2:12][CH2:11][CH:10]1O)([CH3:4])([CH3:3])[CH3:2].CCN(S(F)(F)[F:23])CC. Product: [C:1]([O:5][C:6](=[O:16])[NH:7][CH2:8][CH:9]1[CH2:14][CH2:13][CH2:12][CH2:11][CH:10]1[F:23])([CH3:4])([CH3:3])[CH3:2]. The catalyst class is: 2.